From a dataset of Reaction yield outcomes from USPTO patents with 853,638 reactions. Predict the reaction yield, written as a fraction of the theoretical maximum amount of product (1.0 means a 100% yield; for example, 0.34 means a 34% yield). (1) The reactants are [NH2:1][CH:2]([C:7]1[CH:12]=[CH:11][C:10]([O:13][CH3:14])=[CH:9][C:8]=1OCC)[CH2:3][C:4]([OH:6])=[O:5].[OH-].[Na+].[C:20]([OH:24])(C)(C)[CH3:21].[C:25]([O:29][C:30](O[C:30]([O:29][C:25]([CH3:28])([CH3:27])[CH3:26])=[O:31])=[O:31])([CH3:28])([CH3:27])[CH3:26]. The catalyst is O. The product is [C:25]([O:29][C:30]([NH:1][CH:2]([C:7]1[CH:8]=[CH:9][C:10]([O:13][CH3:14])=[C:11]([O:24][CH2:20][CH3:21])[CH:12]=1)[CH2:3][C:4]([OH:6])=[O:5])=[O:31])([CH3:28])([CH3:27])[CH3:26]. The yield is 1.00. (2) The reactants are [CH2:1]([O:8][C:9]1[CH:10]=[C:11]2[C:16](=[CH:17][CH:18]=1)[C:15](=[O:19])[N:14]([CH2:20][CH:21]([CH3:23])[CH3:22])[C:13]([C:24]([O:26][CH3:27])=[O:25])=[C:12]2OS(C(F)(F)F)(=O)=O)[C:2]1[CH:7]=[CH:6][CH:5]=[CH:4][CH:3]=1.[Cl:36][C:37]1[CH:42]=[CH:41][C:40](B(O)O)=[CH:39][CH:38]=1.C(=O)([O-])[O-].[Na+].[Na+].CO. The catalyst is C1(C)C=CC=CC=1.C1C=CC([P]([Pd]([P](C2C=CC=CC=2)(C2C=CC=CC=2)C2C=CC=CC=2)([P](C2C=CC=CC=2)(C2C=CC=CC=2)C2C=CC=CC=2)[P](C2C=CC=CC=2)(C2C=CC=CC=2)C2C=CC=CC=2)(C2C=CC=CC=2)C2C=CC=CC=2)=CC=1.O. The product is [CH2:1]([O:8][C:9]1[CH:10]=[C:11]2[C:16](=[CH:17][CH:18]=1)[C:15](=[O:19])[N:14]([CH2:20][CH:21]([CH3:23])[CH3:22])[C:13]([C:24]([O:26][CH3:27])=[O:25])=[C:12]2[C:40]1[CH:41]=[CH:42][C:37]([Cl:36])=[CH:38][CH:39]=1)[C:2]1[CH:7]=[CH:6][CH:5]=[CH:4][CH:3]=1. The yield is 0.548. (3) The reactants are [ClH:1].[C:2]1([S:8]([C:11]2[CH:12]=[N:13][C:14]3[C:19]([CH:20]=2)=[CH:18][CH:17]=[CH:16][C:15]=3[N:21]2[CH2:26][CH2:25][NH:24][CH2:23][CH2:22]2)(=[O:10])=[O:9])[CH:7]=[CH:6][CH:5]=[CH:4][CH:3]=1.[Cl:27]N1C(=O)CCC1=O. The catalyst is C(O)(=O)C. The product is [ClH:27].[Cl:1][C:16]1[C:15]([N:21]2[CH2:26][CH2:25][NH:24][CH2:23][CH2:22]2)=[C:14]2[C:19]([CH:20]=[C:11]([S:8]([C:2]3[CH:3]=[CH:4][CH:5]=[CH:6][CH:7]=3)(=[O:10])=[O:9])[CH:12]=[N:13]2)=[CH:18][CH:17]=1. The yield is 0.170. (4) The reactants are [N+:1]([C:4]1[CH:8]=[C:7]([CH2:9][OH:10])[NH:6][N:5]=1)([O-:3])=[O:2].C(=O)([O-])[O-].[Cs+].[Cs+].[Br:17][CH:18](Br)[CH3:19].OP([O-])(O)=O.[K+]. The catalyst is O.C(OCC)(=O)C.CN(C=O)C. The product is [Br:17][CH2:18][CH2:19][N:6]1[C:7]([CH2:9][OH:10])=[CH:8][C:4]([N+:1]([O-:3])=[O:2])=[N:5]1. The yield is 0.860. (5) The reactants are [CH2:1]([C:5]1[N:10]2[N:11]=[CH:12][N:13]=[C:9]2[N:8]([C@H:14]2[CH2:19][CH2:18][C@H:17]([O:20][CH:21]([CH3:25])[CH:22]([OH:24])[CH3:23])[CH2:16][CH2:15]2)[C:7](=[O:26])[C:6]=1[CH2:27][C:28]1[CH:33]=[CH:32][C:31]([C:34]2[C:35]([C:40]#[N:41])=[CH:36][CH:37]=[CH:38][CH:39]=2)=[CH:30][CH:29]=1)[CH2:2][CH2:3][CH3:4].[CH3:42]C(OI1(OC(C)=O)(OC(C)=O)OC(=O)C2C1=CC=CC=2)=O.C(=O)([O-])O.[Na+].S([O-])([O-])(=O)=S.[Na+].[Na+]. The catalyst is C(#N)C. The product is [CH2:1]([C:5]1[N:10]2[N:11]=[CH:12][N:13]=[C:9]2[N:8]([C@H:14]2[CH2:19][CH2:18][C@H:17]([O:20][CH:21]([CH3:25])[C:22]([OH:24])([CH3:42])[CH3:23])[CH2:16][CH2:15]2)[C:7](=[O:26])[C:6]=1[CH2:27][C:28]1[CH:33]=[CH:32][C:31]([C:34]2[C:35]([C:40]#[N:41])=[CH:36][CH:37]=[CH:38][CH:39]=2)=[CH:30][CH:29]=1)[CH2:2][CH2:3][CH3:4]. The yield is 0.470.